Dataset: Catalyst prediction with 721,799 reactions and 888 catalyst types from USPTO. Task: Predict which catalyst facilitates the given reaction. (1) Reactant: C([SiH](CC)CC)C.O=[C:9]([C:14]1[C:22]2[C:17](=[N:18][CH:19]=[CH:20][CH:21]=2)[NH:16][CH:15]=1)[C:10]([O:12][CH3:13])=[O:11]. Product: [NH:16]1[C:17]2=[N:18][CH:19]=[CH:20][CH:21]=[C:22]2[C:14]([CH2:9][C:10]([O:12][CH3:13])=[O:11])=[CH:15]1. The catalyst class is: 67. (2) Reactant: [C:1]([C:5]1[CH:6]=[C:7]([NH:20][C:21](=[O:51])[NH:22][CH2:23][C:24]2[CH:50]=[CH:49][CH:48]=[CH:47][C:25]=2[CH2:26][O:27][C:28]2[CH:33]=[C:32]([CH3:34])[N:31]([C:35]3[CH:36]=[C:37]([CH:41]=[CH:42][C:43]=3[CH3:44])[C:38](O)=[O:39])[C:30](=[O:45])[C:29]=2[Cl:46])[N:8]([C:10]2[CH:15]=[CH:14][CH:13]=[C:12]([O:16][CH2:17][CH2:18][OH:19])[CH:11]=2)[N:9]=1)([CH3:4])([CH3:3])[CH3:2].[CH3:52][NH2:53]. Product: [C:1]([C:5]1[CH:6]=[C:7]([NH:20][C:21](=[O:51])[NH:22][CH2:23][C:24]2[CH:50]=[CH:49][CH:48]=[CH:47][C:25]=2[CH2:26][O:27][C:28]2[CH:33]=[C:32]([CH3:34])[N:31]([C:35]3[CH:36]=[C:37]([CH:41]=[CH:42][C:43]=3[CH3:44])[C:38]([NH:53][CH3:52])=[O:39])[C:30](=[O:45])[C:29]=2[Cl:46])[N:8]([C:10]2[CH:15]=[CH:14][CH:13]=[C:12]([O:16][CH2:17][CH2:18][OH:19])[CH:11]=2)[N:9]=1)([CH3:3])([CH3:2])[CH3:4]. The catalyst class is: 25. (3) Reactant: C1C=C2C=CC(O)=C(C3C4C(=CC=CC=4)C=CC=3O)C2=CC=1.C[Si](C)(C)[O:25][C:26]([C:28]1[CH:33]=[CH:32][CH:31]=[CH:30][CH:29]=1)=[CH2:27].[C:36]([OH:44])(=[O:43])/[C:37](=[C:39](\[CH:41]=O)/[Cl:40])/[Cl:38]. Product: [Cl:38][C:37]1([C:39]([Cl:40])=[CH:41][CH2:25][C:26](=[O:27])[C:28]2[CH:33]=[CH:32][CH:31]=[CH:30][CH:29]=2)[O:44][C:36]1=[O:43]. The catalyst class is: 2. (4) The catalyst class is: 3. Product: [C:65]([C:49]([NH:48][C:8](=[O:10])[C:7]1[CH:6]=[CH:5][C:4]([O:3][C:2]([F:1])([F:14])[F:13])=[CH:12][CH:11]=1)([CH3:64])[CH2:50][O:51][C:52]1[CH:53]=[CH:54][C:55]2[CH2:59][O:58][B:57]([OH:60])[C:56]=2[C:61]=1[C:62]#[N:63])#[N:66]. Reactant: [F:1][C:2]([F:14])([F:13])[O:3][C:4]1[CH:12]=[CH:11][C:7]([C:8]([OH:10])=O)=[CH:6][CH:5]=1.CN(C(ON1N=NC2C=CC=NC1=2)=[N+](C)C)C.F[P-](F)(F)(F)(F)F.CCN(C(C)C)C(C)C.[NH2:48][C:49]([C:65]#[N:66])([CH3:64])[CH2:50][O:51][C:52]1[CH:53]=[CH:54][C:55]2[CH2:59][O:58][B:57]([OH:60])[C:56]=2[C:61]=1[C:62]#[N:63]. (5) Reactant: CN(C=O)C.Br[CH2:7][CH2:8][Cl:9].C(=O)([O-])[O-].[K+].[K+].[Br:16][C:17]1[CH:22]=[C:21]([F:23])[CH:20]=[C:19]([Br:24])[C:18]=1[OH:25]. Product: [Br:16][C:17]1[CH:22]=[C:21]([F:23])[CH:20]=[C:19]([Br:24])[C:18]=1[O:25][CH2:7][CH2:8][Cl:9]. The catalyst class is: 13. (6) Reactant: [Cl:1][C:2]1[CH:7]=[CH:6][C:5]([CH2:8][CH:9]([CH3:15])[C:10](OCC)=[O:11])=[CH:4][CH:3]=1.[H-].[H-].[H-].[H-].[Li+].[Al+3]. Product: [Cl:1][C:2]1[CH:3]=[CH:4][C:5]([CH2:8][CH:9]([CH3:15])[CH2:10][OH:11])=[CH:6][CH:7]=1. The catalyst class is: 1. (7) Reactant: [C:1]([C@@H:3]1[CH2:7][CH2:6][CH2:5][N:4]1[C:8]([C@@H:10]1[C@H:15]2[CH2:16][C@H:12]([C@H:13]([OH:17])[CH2:14]2)[N:11]1C(OC(C)(C)C)=O)=[O:9])#[N:2].[ClH:25]. Product: [ClH:25].[OH:17][C@H:13]1[C@H:12]2[CH2:16][C@H:15]([C@@H:10]([C:8]([N:4]3[CH2:5][CH2:6][CH2:7][C@H:3]3[C:1]#[N:2])=[O:9])[NH:11]2)[CH2:14]1. The catalyst class is: 38.